Task: Binary Classification. Given a drug SMILES string, predict its activity (active/inactive) in a high-throughput screening assay against a specified biological target.. Dataset: Choline transporter screen with 302,306 compounds (1) The molecule is S(c1c(N)cccc1)c1c(cccc1)C#N. The result is 0 (inactive). (2) The drug is Clc1c(CNS(=O)(=O)CCNC(=O)c2ccccc2)cccc1. The result is 0 (inactive). (3) The compound is S(CC(=O)N1CC(OC(C1)C)C)c1sc(NC(=O)NC(C)(C)C)nn1. The result is 0 (inactive). (4) The drug is s1c(c(c(c1NC(=O)CSc1c(cccc1)C(O)=O)C(OCC)=O)C)C. The result is 0 (inactive). (5) The drug is Clc1cc([N+]([O-])=O)c(NCCNC(=O)c2cccnc2)cc1. The result is 0 (inactive). (6) The molecule is s\1c2c(n(CC)c1=N/C(=O)CSC(=O)C)cccc2. The result is 0 (inactive). (7) The drug is Fc1ccc(NC(=O)CN(C(=O)COC(=O)C=2OCCOC2)C)cc1. The result is 0 (inactive). (8) The drug is Oc1c2C3c4c(C(c2c(O)cc1)c1c3cccc1)cccc4. The result is 0 (inactive).